Dataset: Full USPTO retrosynthesis dataset with 1.9M reactions from patents (1976-2016). Task: Predict the reactants needed to synthesize the given product. (1) Given the product [Cl:1][C:2]1[C:3]([C:35]([NH2:37])=[O:36])=[CH:4][C:5]2[N:9]=[C:8]([CH2:10][CH3:11])[N:7]([C:12]3[CH:13]=[CH:14][C:15]([CH2:18][CH2:19][N:20]([CH3:38])[C:21]([NH:23][S:24]([C:27]4[CH:32]=[CH:31][C:30]([CH3:33])=[CH:29][CH:28]=4)(=[O:26])=[O:25])=[O:22])=[CH:16][CH:17]=3)[C:6]=2[CH:34]=1, predict the reactants needed to synthesize it. The reactants are: [Cl:1][C:2]1[C:3]([C:35]([NH2:37])=[O:36])=[CH:4][C:5]2[N:9]=[C:8]([CH2:10][CH3:11])[N:7]([C:12]3[CH:17]=[CH:16][C:15]([CH2:18][CH2:19][NH:20][C:21]([NH:23][S:24]([C:27]4[CH:32]=[CH:31][C:30]([CH3:33])=[CH:29][CH:28]=4)(=[O:26])=[O:25])=[O:22])=[CH:14][CH:13]=3)[C:6]=2[CH:34]=1.[CH2:38](N(CC)CC)C.CS(Cl)(=O)=O.O. (2) Given the product [F:1][C:2]1[CH:3]=[C:4]([O:11][CH2:17][C:16]2[CH:19]=[CH:20][C:13]([F:12])=[CH:14][CH:15]=2)[CH:5]=[CH:6][C:7]=1[N+:8]([O-:10])=[O:9], predict the reactants needed to synthesize it. The reactants are: [F:1][C:2]1[CH:3]=[C:4]([OH:11])[CH:5]=[CH:6][C:7]=1[N+:8]([O-:10])=[O:9].[F:12][C:13]1[CH:20]=[CH:19][C:16]([CH2:17]Br)=[CH:15][CH:14]=1.C(=O)([O-])[O-].[K+].[K+]. (3) Given the product [ClH:52].[ClH:52].[CH:38]1([C@H:13]([NH:12][C:10](=[O:11])[C@H:9]([CH3:44])[NH:7][CH3:6])[C:14]([N:16]2[C@H:21]([C:22]3[N:26]([CH2:27][C:28]4[CH:29]=[CH:30][C:31]([F:34])=[CH:32][CH:33]=4)[N:25]=[CH:24][CH:23]=3)[CH2:20][N:19]3[CH2:35][CH2:36][CH2:37][C@@H:18]3[CH2:17]2)=[O:15])[CH2:43][CH2:42][CH2:41][CH2:40][CH2:39]1, predict the reactants needed to synthesize it. The reactants are: C(O[C:6](=O)[N:7]([C@@H:9]([CH3:44])[C:10]([NH:12][C@@H:13]([CH:38]1[CH2:43][CH2:42][CH2:41][CH2:40][CH2:39]1)[C:14]([N:16]1[C@H:21]([C:22]2[N:26]([CH2:27][C:28]3[CH:33]=[CH:32][C:31]([F:34])=[CH:30][CH:29]=3)[N:25]=[CH:24][CH:23]=2)[CH2:20][N:19]2[CH2:35][CH2:36][CH2:37][C@@H:18]2[CH2:17]1)=[O:15])=[O:11])C)(C)(C)C.C(OCC)(=O)C.[ClH:52]. (4) Given the product [Br:1][C:2]1[N:7]=[C:6]([CH2:8][NH:19][CH2:18][C:17]([NH:16][CH:11]2[CH2:15][CH2:14][CH2:13][CH2:12]2)=[O:20])[CH:5]=[CH:4][CH:3]=1, predict the reactants needed to synthesize it. The reactants are: [Br:1][C:2]1[N:7]=[C:6]([CH:8]=O)[CH:5]=[CH:4][CH:3]=1.Cl.[CH:11]1([NH:16][C:17](=[O:20])[CH2:18][NH2:19])[CH2:15][CH2:14][CH2:13][CH2:12]1. (5) Given the product [CH:12]1([CH2:11][N:9]2[CH2:10][C:5]3[C:4]([N:15]4[CH2:20][CH2:19][O:18][CH2:17][C@@H:16]4[CH3:21])=[N:3][C:2]([C:30]4[CH:29]=[CH:28][C:27]([NH:26][C:24]([NH:23][CH3:22])=[O:25])=[CH:32][CH:31]=4)=[N:7][C:6]=3[CH2:8]2)[CH2:14][CH2:13]1, predict the reactants needed to synthesize it. The reactants are: Cl[C:2]1[N:3]=[C:4]([N:15]2[CH2:20][CH2:19][O:18][CH2:17][C@@H:16]2[CH3:21])[C:5]2[CH2:10][N:9]([CH2:11][CH:12]3[CH2:14][CH2:13]3)[CH2:8][C:6]=2[N:7]=1.[CH3:22][NH:23][C:24]([NH:26][C:27]1[CH:32]=[CH:31][C:30](B2OC(C)(C)C(C)(C)O2)=[CH:29][CH:28]=1)=[O:25].C([O-])([O-])=O.[Na+].[Na+]. (6) Given the product [CH:19]1([CH2:18][N:5]([CH2:4][CH:1]2[CH2:2][CH2:3]2)[C:6]2[C:15]3[C:10](=[CH:11][CH:12]=[CH:13][CH:14]=3)[N:9]=[CH:8][C:7]=2[CH:16]=[O:17])[CH2:21][CH2:20]1, predict the reactants needed to synthesize it. The reactants are: [CH:1]1([CH2:4][N:5]([CH2:18][CH:19]2[CH2:21][CH2:20]2)[C:6]2[C:15]3[C:10](=[CH:11][CH:12]=[CH:13][CH:14]=3)[N:9]=[CH:8][C:7]=2[CH2:16][OH:17])[CH2:3][CH2:2]1.